This data is from Forward reaction prediction with 1.9M reactions from USPTO patents (1976-2016). The task is: Predict the product of the given reaction. (1) The product is: [OH:7][CH:6]1[CH:2]([NH:21][CH3:20])[CH2:3][N:4]([C:8]([O:10][C:11]([CH3:14])([CH3:13])[CH3:12])=[O:9])[CH2:5]1. Given the reactants Br[CH:2]1[CH:6]([OH:7])[CH2:5][N:4]([C:8]([O:10][C:11]([CH3:14])([CH3:13])[CH3:12])=[O:9])[CH2:3]1.C(=O)(O)[O-].[Na+].[CH3:20][NH2:21], predict the reaction product. (2) Given the reactants O[C@H:2]1[CH2:7][C@@H:6]([CH3:8])[S:5](=[O:10])(=[O:9])[C:4]2[S:11][CH:12]=[CH:13][C:3]1=2.[CH2:14]([NH:16][S:17]([C:20]1[CH:25]=[CH:24][C:23]([N+:26]([O-:28])=[O:27])=[CH:22][CH:21]=1)(=[O:19])=[O:18])[CH3:15].C1(P(C2C=CC=CC=2)C2C=CC=CC=2)C=CC=CC=1.[OH-].[Na+], predict the reaction product. The product is: [CH2:14]([N:16]([C@H:2]1[CH2:7][C@H:6]([CH3:8])[S:5](=[O:10])(=[O:9])[C:4]2[S:11][CH:12]=[CH:13][C:3]1=2)[S:17]([C:20]1[CH:21]=[CH:22][C:23]([N+:26]([O-:28])=[O:27])=[CH:24][CH:25]=1)(=[O:18])=[O:19])[CH3:15]. (3) Given the reactants [CH3:1][C:2]1[CH:3]=[C:4]([CH:6]=[CH:7][C:8]=1[O:9][C:10]1[CH:11]=[N:12][C:13]([CH3:16])=[CH:14][CH:15]=1)[NH2:5].Cl[C:18]1[C:27]2[C:22](=[CH:23][CH:24]=[C:25]([O:28][CH:29]3[CH2:34][CH2:33][N:32](C(OC(C)(C)C)=O)[CH2:31][CH2:30]3)[CH:26]=2)[N:21]=[CH:20][N:19]=1, predict the reaction product. The product is: [CH3:1][C:2]1[CH:3]=[C:4]([NH:5][C:18]2[C:27]3[C:22](=[CH:23][CH:24]=[C:25]([O:28][CH:29]4[CH2:34][CH2:33][NH:32][CH2:31][CH2:30]4)[CH:26]=3)[N:21]=[CH:20][N:19]=2)[CH:6]=[CH:7][C:8]=1[O:9][C:10]1[CH:11]=[N:12][C:13]([CH3:16])=[CH:14][CH:15]=1. (4) Given the reactants [NH2:1][C:2]1[S:6][C:5]2[CH2:7][CH2:8][CH2:9][CH2:10][C:4]=2[C:3]=1[C:11]([C:13]1[S:14][CH:15]=[CH:16][CH:17]=1)=O.[CH3:18][C:19](=O)[CH2:20][C:21](=[O:23])[CH3:22], predict the reaction product. The product is: [CH3:18][C:19]1[N:1]=[C:2]2[S:6][C:5]3[CH2:7][CH2:8][CH2:9][CH2:10][C:4]=3[C:3]2=[C:11]([C:13]2[S:14][CH:15]=[CH:16][CH:17]=2)[C:20]=1[C:21](=[O:23])[CH3:22]. (5) Given the reactants C(OC([NH:8][CH2:9][CH2:10][CH2:11][O:12][C:13]1[N:18]=[C:17]([O:19][C:20]2[CH:21]=[C:22]([CH3:34])[C:23]3[CH:27]([CH2:28][C:29]([OH:31])=[O:30])[O:26][B:25]([OH:32])[C:24]=3[CH:33]=2)[CH:16]=[CH:15][N:14]=1)=O)(C)(C)C, predict the reaction product. The product is: [NH2:8][CH2:9][CH2:10][CH2:11][O:12][C:13]1[N:18]=[C:17]([O:19][C:20]2[CH:21]=[C:22]([CH3:34])[C:23]3[CH:27]([CH2:28][C:29]([OH:31])=[O:30])[O:26][B:25]([OH:32])[C:24]=3[CH:33]=2)[CH:16]=[CH:15][N:14]=1. (6) Given the reactants [CH2:1]([S:8]([NH:11][C@@H:12]([C:17]([NH:19][C@H:20]([C:25]([NH:27][CH2:28][C:29]1[CH:34]=[CH:33][C:32]([C:35]([NH2:37])=[NH:36])=[CH:31][CH:30]=1)=[O:26])[CH2:21][CH2:22][S:23][CH3:24])=[O:18])[C@@H:13]([CH2:15][CH3:16])[CH3:14])(=[O:10])=[O:9])[C:2]1[CH:7]=[CH:6][CH:5]=[CH:4][CH:3]=1.C(N(CC)CC)C.[C:45](=O)([O:51]C(C)(C)C)[O:46][C:47]([CH3:50])([CH3:49])[CH3:48].C(OCC)(=O)C, predict the reaction product. The product is: [CH2:1]([S:8]([NH:11][C@@H:12]([C:17]([NH:19][C@H:20]([C:25]([NH:27][CH2:28][C:29]1[CH:30]=[CH:31][C:32](/[C:35](/[NH2:37])=[N:36]\[C:45]([O:46][C:47]([CH3:50])([CH3:49])[CH3:48])=[O:51])=[CH:33][CH:34]=1)=[O:26])[CH2:21][CH2:22][S:23][CH3:24])=[O:18])[C@@H:13]([CH2:15][CH3:16])[CH3:14])(=[O:9])=[O:10])[C:2]1[CH:3]=[CH:4][CH:5]=[CH:6][CH:7]=1. (7) Given the reactants [CH2:1]([O:8][C:9]1[CH:10]=[C:11]([CH:15]=[C:16]([O:26][CH2:27][C:28]2[CH:33]=[CH:32][CH:31]=[CH:30][CH:29]=2)[C:17]=1[O:18][CH2:19][C:20]1[CH:25]=[CH:24][CH:23]=[CH:22][CH:21]=1)[C:12](O)=[O:13])[C:2]1[CH:7]=[CH:6][CH:5]=[CH:4][CH:3]=1.Cl.[NH2:35][CH2:36][CH2:37][C:38]1[C:46]2[C:41](=[CH:42][CH:43]=[CH:44][CH:45]=2)[NH:40][CH:39]=1.C(Cl)CCl.CO, predict the reaction product. The product is: [NH:40]1[C:41]2[C:46](=[CH:45][CH:44]=[CH:43][CH:42]=2)[C:38]([CH2:37][CH2:36][NH:35][C:12](=[O:13])[C:11]2[CH:15]=[C:16]([O:26][CH2:27][C:28]3[CH:29]=[CH:30][CH:31]=[CH:32][CH:33]=3)[C:17]([O:18][CH2:19][C:20]3[CH:21]=[CH:22][CH:23]=[CH:24][CH:25]=3)=[C:9]([O:8][CH2:1][C:2]3[CH:7]=[CH:6][CH:5]=[CH:4][CH:3]=3)[CH:10]=2)=[CH:39]1. (8) Given the reactants [CH3:1][O:2][C:3]1[CH:4]=[C:5]([CH:22]=[CH:23][C:24]=1[O:25][CH3:26])[CH2:6][C:7]1[N:11]([C:12]2[CH:17]=[C:16]([CH:18]=[CH2:19])[N:15]=[C:14]([CH3:20])[N:13]=2)[N:10]=[C:9]([CH3:21])[N:8]=1.Cl[CH:28](Cl)[B:29]1[O:33][C:32]([CH3:35])([CH3:34])[C:31]([CH3:37])([CH3:36])[O:30]1.[I-].[Li+], predict the reaction product. The product is: [CH3:1][O:2][C:3]1[CH:4]=[C:5]([CH:22]=[CH:23][C:24]=1[O:25][CH3:26])[CH2:6][C:7]1[N:11]([C:12]2[CH:17]=[C:16]([CH:18]3[CH2:19][CH:28]3[B:29]3[O:33][C:32]([CH3:35])([CH3:34])[C:31]([CH3:37])([CH3:36])[O:30]3)[N:15]=[C:14]([CH3:20])[N:13]=2)[N:10]=[C:9]([CH3:21])[N:8]=1. (9) Given the reactants Br[C:2]1[CH:3]=[C:4]2[C:9](=[CH:10][CH:11]=1)[N:8]=[CH:7][C:6]([N+:12]([O-:14])=[O:13])=[C:5]2[CH2:15][C:16]1[CH:21]=[CH:20][C:19]([C:22]([CH3:26])([CH3:25])[C:23]#[N:24])=[CH:18][CH:17]=1.[B:27]1([B:27]2[O:31][C:30]([CH3:33])([CH3:32])[C:29]([CH3:35])([CH3:34])[O:28]2)[O:31][C:30]([CH3:33])([CH3:32])[C:29]([CH3:35])([CH3:34])[O:28]1.CC([O-])=O.[K+], predict the reaction product. The product is: [CH3:25][C:22]([C:19]1[CH:20]=[CH:21][C:16]([CH2:15][C:5]2[C:4]3[C:9](=[CH:10][CH:11]=[C:2]([B:27]4[O:31][C:30]([CH3:33])([CH3:32])[C:29]([CH3:35])([CH3:34])[O:28]4)[CH:3]=3)[N:8]=[CH:7][C:6]=2[N+:12]([O-:14])=[O:13])=[CH:17][CH:18]=1)([CH3:26])[C:23]#[N:24].